Dataset: Forward reaction prediction with 1.9M reactions from USPTO patents (1976-2016). Task: Predict the product of the given reaction. The product is: [F:1][C:2]1[CH:3]=[C:4]2[C:9](=[CH:10][C:11]=1[C:12]1[CH:17]=[CH:16][CH:15]=[C:14]([S:18]([CH3:21])(=[O:20])=[O:19])[CH:13]=1)[N:8]=[C:7]([C:22]1[CH:23]=[N:24][C:25]([NH2:28])=[N:26][CH:27]=1)[N:6]=[C:5]2[N:36]1[CH2:41][CH2:40][O:39][CH2:38][CH2:37]1. Given the reactants [F:1][C:2]1[CH:3]=[C:4]2[C:9](=[CH:10][C:11]=1[C:12]1[CH:17]=[CH:16][CH:15]=[C:14]([S:18]([CH3:21])(=[O:20])=[O:19])[CH:13]=1)[N:8]=[C:7]([C:22]1[CH:23]=[N:24][C:25]([NH:28]C(=O)OC(C)(C)C)=[N:26][CH:27]=1)[N:6]=[C:5]2[N:36]1[CH2:41][CH2:40][O:39][CH2:38][CH2:37]1.Cl, predict the reaction product.